Predict the reaction yield, written as a fraction of the theoretical maximum amount of product (1.0 means a 100% yield; for example, 0.34 means a 34% yield). From a dataset of Reaction yield outcomes from USPTO patents with 853,638 reactions. (1) The reactants are [CH2:1]([C:5]1[N:6]=[C:7]([CH3:28])[NH:8][C:9](=[O:27])[C:10]=1[CH2:11][C:12]1[CH:17]=[CH:16][C:15]([C:18]2[C:19]([C:24]#[N:25])=[CH:20][CH:21]=[CH:22][CH:23]=2)=[CH:14][C:13]=1[F:26])[CH2:2][CH2:3][CH3:4].C(=O)([O-])[O-].[Cs+].[Cs+].Br[CH2:36][C:37](=[O:42])[C:38]([CH3:41])([CH3:40])[CH3:39].CN(C)C=O. The catalyst is C(OCC)(=O)C. The product is [CH2:1]([C:5]1[N:6]=[C:7]([CH3:28])[N:8]([CH2:36][C:37](=[O:42])[C:38]([CH3:41])([CH3:40])[CH3:39])[C:9](=[O:27])[C:10]=1[CH2:11][C:12]1[CH:17]=[CH:16][C:15]([C:18]2[C:19]([C:24]#[N:25])=[CH:20][CH:21]=[CH:22][CH:23]=2)=[CH:14][C:13]=1[F:26])[CH2:2][CH2:3][CH3:4]. The yield is 0.340. (2) The reactants are [Cl:1][C:2]1[CH:22]=[CH:21][C:5]([CH2:6][C:7]2[N:8]=[C:9]([C:15]3[CH:20]=[CH:19][N:18]=[CH:17][CH:16]=3)[S:10][C:11]=2[C:12](O)=[O:13])=[CH:4][CH:3]=1.C1C=[CH:25][C:26]2N(O)N=[N:29][C:27]=2C=1.CCN=C=NCCCN(C)C.C(N)C=C. The catalyst is C(Cl)Cl. The product is [CH2:27]([NH:29][C:12]([C:11]1[S:10][C:9]([C:15]2[CH:16]=[CH:17][N:18]=[CH:19][CH:20]=2)=[N:8][C:7]=1[CH2:6][C:5]1[CH:21]=[CH:22][C:2]([Cl:1])=[CH:3][CH:4]=1)=[O:13])[CH:26]=[CH2:25]. The yield is 0.610. (3) The reactants are [F:1][C:2]1[C:15]2[O:14][C:13]3[C:8](=[CH:9][C:10]([NH2:16])=[CH:11][CH:12]=3)[C@@:7]3([CH2:21][CH2:20][O:19][C:18]([NH2:22])=[N:17]3)[C:6]=2[CH:5]=[C:4]([O:23][CH3:24])[CH:3]=1.[Cl:25][C:26]1[CH:27]=[CH:28][C:29]([C:32](O)=[O:33])=[N:30][CH:31]=1.C(N(CC)CC)C.CCCP1(OP(CCC)(=O)OP(CCC)(=O)O1)=O. The catalyst is C(OCC)(=O)C. The product is [NH2:22][C:18]1[O:19][CH2:20][CH2:21][C@@:7]2([N:17]=1)[C:6]1[CH:5]=[C:4]([O:23][CH3:24])[CH:3]=[C:2]([F:1])[C:15]=1[O:14][C:13]1[C:8]2=[CH:9][C:10]([NH:16][C:32](=[O:33])[C:29]2[CH:28]=[CH:27][C:26]([Cl:25])=[CH:31][N:30]=2)=[CH:11][CH:12]=1. The yield is 0.470. (4) The reactants are [CH3:1][N:2]1[C:10](=[O:11])[C:9]2[NH:8][CH:7]=[N:6][C:5]=2[N:4]([CH2:12][CH2:13][CH2:14][CH2:15][CH3:16])[C:3]1=[O:17].[Br:18]NC(=O)CCC(N)=O. The catalyst is CN(C=O)C. The product is [Br:18][C:7]1[NH:8][C:9]2[C:10](=[O:11])[N:2]([CH3:1])[C:3](=[O:17])[N:4]([CH2:12][CH2:13][CH2:14][CH2:15][CH3:16])[C:5]=2[N:6]=1. The yield is 0.120. (5) The reactants are I[C:2]1[C:10]2[C:5](=[CH:6][C:7]([C@H:11]3[C@@:13]4([C:21]5[C:16](=[CH:17][CH:18]=[C:19]([O:22][CH3:23])[CH:20]=5)[N:15]([CH3:24])[C:14]4=[O:25])[CH2:12]3)=[CH:8][CH:9]=2)[NH:4][N:3]=1.CC1(C)C(C)(C)OB([C:34]2[CH:39]=[CH:38][C:37]([N:40]3[CH2:45][CH2:44][N:43](C(OC(C)(C)C)=O)[CH2:42][CH2:41]3)=[CH:36][CH:35]=2)O1.[C:54]([OH:60])([C:56]([F:59])([F:58])[F:57])=[O:55]. The catalyst is C(Cl)Cl. The product is [F:57][C:56]([F:59])([F:58])[C:54]([OH:60])=[O:55].[CH3:23][O:22][C:19]1[CH:20]=[C:21]2[C:16](=[CH:17][CH:18]=1)[N:15]([CH3:24])[C:14](=[O:25])[C@:13]12[CH2:12][C@H:11]1[C:7]1[CH:6]=[C:5]2[C:10]([C:2]([C:34]3[CH:35]=[CH:36][C:37]([N:40]4[CH2:41][CH2:42][NH:43][CH2:44][CH2:45]4)=[CH:38][CH:39]=3)=[N:3][NH:4]2)=[CH:9][CH:8]=1. The yield is 0.420. (6) The product is [Br:1][C:2]1[CH:3]=[C:4]([N+:9]([O-:11])=[O:10])[C:5]([NH:8][C:12](=[O:13])[O:14][C:15]([CH3:18])([CH3:17])[CH3:16])=[N:6][CH:7]=1. The catalyst is C1COCC1.CN(C1C=CN=CC=1)C. The yield is 0.850. The reactants are [Br:1][C:2]1[CH:3]=[C:4]([N+:9]([O-:11])=[O:10])[C:5]([NH2:8])=[N:6][CH:7]=1.[C:12](O[C:12]([O:14][C:15]([CH3:18])([CH3:17])[CH3:16])=[O:13])([O:14][C:15]([CH3:18])([CH3:17])[CH3:16])=[O:13].